Dataset: NCI-60 drug combinations with 297,098 pairs across 59 cell lines. Task: Regression. Given two drug SMILES strings and cell line genomic features, predict the synergy score measuring deviation from expected non-interaction effect. (1) Drug 1: CC(CN1CC(=O)NC(=O)C1)N2CC(=O)NC(=O)C2. Drug 2: C1C(C(OC1N2C=NC3=C(N=C(N=C32)Cl)N)CO)O. Cell line: COLO 205. Synergy scores: CSS=49.6, Synergy_ZIP=-6.54, Synergy_Bliss=-9.58, Synergy_Loewe=-9.29, Synergy_HSA=-7.67. (2) Drug 1: CCCS(=O)(=O)NC1=C(C(=C(C=C1)F)C(=O)C2=CNC3=C2C=C(C=N3)C4=CC=C(C=C4)Cl)F. Drug 2: CN(CC1=CN=C2C(=N1)C(=NC(=N2)N)N)C3=CC=C(C=C3)C(=O)NC(CCC(=O)O)C(=O)O. Cell line: SF-295. Synergy scores: CSS=33.4, Synergy_ZIP=1.23, Synergy_Bliss=-0.916, Synergy_Loewe=-8.29, Synergy_HSA=-0.693. (3) Drug 1: C1=C(C(=O)NC(=O)N1)N(CCCl)CCCl. Drug 2: C1CN1P(=S)(N2CC2)N3CC3. Cell line: KM12. Synergy scores: CSS=12.3, Synergy_ZIP=0.931, Synergy_Bliss=-2.87, Synergy_Loewe=-0.432, Synergy_HSA=-0.126. (4) Drug 1: CC(CN1CC(=O)NC(=O)C1)N2CC(=O)NC(=O)C2. Drug 2: C1CCC(C(C1)N)N.C(=O)(C(=O)[O-])[O-].[Pt+4]. Cell line: SN12C. Synergy scores: CSS=23.0, Synergy_ZIP=-7.97, Synergy_Bliss=-4.12, Synergy_Loewe=-1.95, Synergy_HSA=-1.84. (5) Drug 2: CC(C1=C(C=CC(=C1Cl)F)Cl)OC2=C(N=CC(=C2)C3=CN(N=C3)C4CCNCC4)N. Cell line: RXF 393. Drug 1: COC1=C(C=C2C(=C1)N=CN=C2NC3=CC(=C(C=C3)F)Cl)OCCCN4CCOCC4. Synergy scores: CSS=22.9, Synergy_ZIP=-1.70, Synergy_Bliss=-2.24, Synergy_Loewe=-1.89, Synergy_HSA=-0.951. (6) Drug 1: CN1CCC(CC1)COC2=C(C=C3C(=C2)N=CN=C3NC4=C(C=C(C=C4)Br)F)OC. Drug 2: C(CC(=O)O)C(=O)CN.Cl. Cell line: T-47D. Synergy scores: CSS=1.76, Synergy_ZIP=-3.30, Synergy_Bliss=-4.33, Synergy_Loewe=-5.65, Synergy_HSA=-3.64.